From a dataset of Forward reaction prediction with 1.9M reactions from USPTO patents (1976-2016). Predict the product of the given reaction. (1) Given the reactants C1(O)C=CC=CC=1.[OH:8][C:9]1[CH:10]=[CH:11][C:12]2[O:16][CH:15]3[CH:17]([C:18]([O:20][CH2:21][CH3:22])=[O:19])[CH:14]3[C:13]=2[CH:23]=1, predict the reaction product. The product is: [OH:8][C:9]1[CH:10]=[CH:11][C:12]2[O:16][C@@H:15]3[C@@H:17]([C:18]([O:20][CH2:21][CH3:22])=[O:19])[C@@H:14]3[C:13]=2[CH:23]=1. (2) Given the reactants Br[C:2]1[CH:11]=[C:10]([Cl:12])[C:5]2[C:6](=[O:9])[O:7][CH2:8][C:4]=2[CH:3]=1.BrC1[C:19]2[C:20](=O)[O:21]CC=2C=C(Cl)C=1.[Cl-].[Li+].CSC, predict the reaction product. The product is: [Cl:12][C:10]1[C:5]2[C:6](=[O:9])[O:7][CH2:8][C:4]=2[CH:3]=[C:2]([CH2:19][CH:20]=[O:21])[CH:11]=1. (3) Given the reactants [Br:1][C:2]1[CH:7]=[C:6]([C:8]([OH:10])=O)[CH:5]=[CH:4][N:3]=1.[C:11](N1C=CN=C1)([N:13]1[CH:17]=[CH:16][N:15]=[CH:14]1)=O.CN(C)CCN, predict the reaction product. The product is: [Br:1][C:2]1[CH:7]=[C:6]([CH:5]=[CH:4][N:3]=1)[C:8]([NH:15][CH2:16][CH2:17][N:13]([CH3:14])[CH3:11])=[O:10].